Dataset: Catalyst prediction with 721,799 reactions and 888 catalyst types from USPTO. Task: Predict which catalyst facilitates the given reaction. (1) Reactant: [C:1]([C:5]1[CH:9]=[C:8]([CH2:10][NH:11][C:12]([NH:14][C:15]2[CH:20]=[CH:19][C:18]([CH2:21][O:22][Si](C(C)(C)C)(C)C)=[CH:17][N:16]=2)=[O:13])[N:7]([C:30]2[CH:35]=[CH:34][CH:33]=[C:32]([Cl:36])[CH:31]=2)[N:6]=1)([CH3:4])([CH3:3])[CH3:2].[F-].C([N+](CCCC)(CCCC)CCCC)CCC. Product: [C:1]([C:5]1[CH:9]=[C:8]([CH2:10][NH:11][C:12]([NH:14][C:15]2[CH:20]=[CH:19][C:18]([CH2:21][OH:22])=[CH:17][N:16]=2)=[O:13])[N:7]([C:30]2[CH:35]=[CH:34][CH:33]=[C:32]([Cl:36])[CH:31]=2)[N:6]=1)([CH3:4])([CH3:2])[CH3:3]. The catalyst class is: 7. (2) Reactant: [CH3:1][O:2][C:3]([N:5]1[CH2:10][CH2:9][NH:8][CH2:7][CH:6]1[C:11]([OH:13])=[O:12])=[O:4].Cl. Product: [CH3:1][O:2][C:3]([N:5]1[CH2:10][CH2:9][NH:8][CH2:7][C@H:6]1[C:11]([OH:13])=[O:12])=[O:4]. The catalyst class is: 19.